This data is from Forward reaction prediction with 1.9M reactions from USPTO patents (1976-2016). The task is: Predict the product of the given reaction. Given the reactants [CH3:1][O:2][C:3]1[CH:30]=[CH:29][C:6]([CH2:7][N:8]2[C:12](I)=[C:11]([C:14]3[CH:19]=[CH:18][CH:17]=[CH:16][CH:15]=3)[N:10]=[C:9]2[CH2:20][O:21][Si](C(C)(C)C)(C)C)=[CH:5][CH:4]=1.[CH:31]([S:34]([N:37]1[C:41]2[CH:42]=[C:43](B(O)O)[CH:44]=[CH:45][C:40]=2[N:39]=[C:38]1[NH2:49])(=[O:36])=[O:35])([CH3:33])[CH3:32].C(=O)([O-])[O-].[Na+].[Na+], predict the reaction product. The product is: [CH:31]([S:34]([N:37]1[C:41]2[CH:42]=[C:43]([C:12]3[N:8]([CH2:7][C:6]4[CH:5]=[CH:4][C:3]([O:2][CH3:1])=[CH:30][CH:29]=4)[C:9]([CH2:20][OH:21])=[N:10][C:11]=3[C:14]3[CH:19]=[CH:18][CH:17]=[CH:16][CH:15]=3)[CH:44]=[CH:45][C:40]=2[N:39]=[C:38]1[NH2:49])(=[O:35])=[O:36])([CH3:33])[CH3:32].